This data is from Reaction yield outcomes from USPTO patents with 853,638 reactions. The task is: Predict the reaction yield, written as a fraction of the theoretical maximum amount of product (1.0 means a 100% yield; for example, 0.34 means a 34% yield). (1) The catalyst is C(Cl)(Cl)Cl. The reactants are C([O:3][C:4](=[O:34])[CH2:5][NH:6][C:7]([C:9]1[C:14](=[O:15])[N:13]([CH2:16][C:17]2[CH:22]=[CH:21][C:20]([C:23]([F:26])([F:25])[F:24])=[CH:19][C:18]=2[F:27])[C:12]([OH:28])=[C:11]([C:29]([O:31]C)=O)[C:10]=1[OH:33])=[O:8])C.[F:35][C:36]1[CH:41]=[C:40]([C:42]([F:45])([F:44])[F:43])[CH:39]=[CH:38][C:37]=1[CH2:46][N:47]1C(=O)C=C(O)C(C(OC)=O)=C1O.C(N(CC)C(C)C)(C)C.N(CC(OCC)=O)=C=O. The yield is 0.900. The product is [F:27][C:18]1[CH:19]=[C:20]([C:23]([F:25])([F:26])[F:24])[CH:21]=[CH:22][C:17]=1[CH2:16][N:13]1[C:12]([OH:28])=[C:11]([C:29]([NH:47][CH2:46][C:37]2[CH:38]=[CH:39][C:40]([C:42]([F:43])([F:44])[F:45])=[CH:41][C:36]=2[F:35])=[O:31])[C:10]([OH:33])=[C:9]([C:7]([NH:6][CH2:5][C:4]([OH:3])=[O:34])=[O:8])[C:14]1=[O:15]. (2) The reactants are [CH3:1][C:2]1[NH:6][C:5]2[CH:7]=[CH:8][C:9]([C:11]([OH:13])=O)=[CH:10][C:4]=2[N:3]=1.[Cl:14][C:15]1[CH:20]=[CH:19][C:18]([CH2:21][CH2:22][NH2:23])=[CH:17][CH:16]=1.CN(C(ON1N=NC2C=CC=CC1=2)=[N+](C)C)C.F[P-](F)(F)(F)(F)F.CCN(C(C)C)C(C)C. The catalyst is C(Cl)Cl.CN(C=O)C. The product is [Cl:14][C:15]1[CH:20]=[CH:19][C:18]([CH2:21][CH2:22][NH:23][C:11]([C:9]2[CH:8]=[CH:7][C:5]3[NH:6][C:2]([CH3:1])=[N:3][C:4]=3[CH:10]=2)=[O:13])=[CH:17][CH:16]=1. The yield is 0.487.